The task is: Predict which catalyst facilitates the given reaction.. This data is from Catalyst prediction with 721,799 reactions and 888 catalyst types from USPTO. (1) Reactant: [C:1](=[O:19])(OC1C=CC([N+]([O-])=O)=CC=1)[O:2][CH2:3][C:4]1[N:5]=[CH:6][S:7][CH:8]=1.[F:20][C:21]1[CH:26]=[CH:25][C:24]([C:27]2[CH:32]=[CH:31][C:30]([O:33][CH2:34][CH:35]3[CH2:39][CH2:38][NH:37][CH2:36]3)=[CH:29][CH:28]=2)=[CH:23][CH:22]=1.C(N(CC)C(C)C)(C)C.CN(C1C=CC=CN=1)C. Product: [F:20][C:21]1[CH:26]=[CH:25][C:24]([C:27]2[CH:32]=[CH:31][C:30]([O:33][CH2:34][CH:35]3[CH2:39][CH2:38][N:37]([C:1]([O:2][CH2:3][C:4]4[N:5]=[CH:6][S:7][CH:8]=4)=[O:19])[CH2:36]3)=[CH:29][CH:28]=2)=[CH:23][CH:22]=1. The catalyst class is: 325. (2) Reactant: [CH2:1]([O:3][C:4]([CH:6]1[CH2:8][CH:7]1[C:9]1[CH:14]=[CH:13][C:12]([O:15]CC2C=CC=CC=2)=[CH:11][C:10]=1[CH3:23])=[O:5])[CH3:2]. Product: [CH2:1]([O:3][C:4]([CH:6]1[CH2:8][CH:7]1[C:9]1[CH:14]=[CH:13][C:12]([OH:15])=[CH:11][C:10]=1[CH3:23])=[O:5])[CH3:2]. The catalyst class is: 99. (3) Reactant: [F:1][C:2]1[CH:11]=[CH:10][C:9]([CH:12]=[C:13]([C:17](=O)[CH3:18])[C:14](=[O:16])[CH3:15])=[C:8]2[C:3]=1[C:4](=[O:21])[CH:5]=[C:6]([CH3:20])[O:7]2.[NH2:22]/[C:23](/[CH3:32])=[CH:24]\[C:25]([O:27][CH:28]1[CH2:31][CH2:30][CH2:29]1)=[O:26]. Product: [C:14]([C:13]1[CH:12]([C:9]2[CH:10]=[CH:11][C:2]([F:1])=[C:3]3[C:8]=2[O:7][C:6]([CH3:20])=[CH:5][C:4]3=[O:21])[C:24]([C:25]([O:27][CH:28]2[CH2:31][CH2:30][CH2:29]2)=[O:26])=[C:23]([CH3:32])[NH:22][C:17]=1[CH3:18])(=[O:16])[CH3:15]. The catalyst class is: 41.